Dataset: Forward reaction prediction with 1.9M reactions from USPTO patents (1976-2016). Task: Predict the product of the given reaction. (1) Given the reactants C[O:2][C:3]1[CH:8]=[CH:7][C:6]([N:9]=[C:10]([O:20][C:21]2[CH:26]=[CH:25][CH:24]=[CH:23][CH:22]=2)[CH:11]=[CH:12][O:13][C:14]2[CH:19]=[CH:18][CH:17]=[CH:16][CH:15]=2)=[CH:5][CH:4]=1.ClCCl.[Br-].[Br-].[Br-], predict the reaction product. The product is: [OH:2][C:3]1[CH:8]=[CH:7][C:6]([N:9]=[C:10]([O:20][C:21]2[CH:22]=[CH:23][CH:24]=[CH:25][CH:26]=2)[CH:11]=[CH:12][O:13][C:14]2[CH:19]=[CH:18][CH:17]=[CH:16][CH:15]=2)=[CH:5][CH:4]=1. (2) Given the reactants C([Li])CCC.C(NC(C)C)(C)C.[CH2:13]([O:15][C:16](=[O:20])[CH:17]([CH3:19])[CH3:18])[CH3:14].Br[CH2:22][CH2:23][CH2:24][CH2:25][CH2:26][CH2:27][O:28][Si:29]([C:32]([CH3:35])([CH3:34])[CH3:33])([CH3:31])[CH3:30], predict the reaction product. The product is: [Si:29]([O:28][CH2:27][CH2:26][CH2:25][CH2:24][CH2:23][CH2:22][C:17]([CH3:19])([CH3:18])[C:16]([O:15][CH2:13][CH3:14])=[O:20])([C:32]([CH3:35])([CH3:34])[CH3:33])([CH3:31])[CH3:30]. (3) Given the reactants [O:1]1[CH2:6][CH2:5][N:4]([CH2:7][CH2:8][O:9][C:10]2[CH:15]=[CH:14][N:13]3[C:16]([C:19]([O-:21])=O)=[CH:17][N:18]=[C:12]3[CH:11]=2)[CH2:3][CH2:2]1.[Li+].C(Cl)(=O)C(Cl)=O.[CH2:29]([N:36]1[C:44]2[CH:43]=[CH:42][CH:41]=[C:40]([NH2:45])[C:39]=2[CH:38]=[N:37]1)[C:30]1[CH:35]=[CH:34][CH:33]=[CH:32][CH:31]=1.CCN(C(C)C)C(C)C, predict the reaction product. The product is: [CH2:29]([N:36]1[C:44]2[C:39](=[C:40]([NH:45][C:19]([C:16]3[N:13]4[CH:14]=[CH:15][C:10]([O:9][CH2:8][CH2:7][N:4]5[CH2:3][CH2:2][O:1][CH2:6][CH2:5]5)=[CH:11][C:12]4=[N:18][CH:17]=3)=[O:21])[CH:41]=[CH:42][CH:43]=2)[CH:38]=[N:37]1)[C:30]1[CH:31]=[CH:32][CH:33]=[CH:34][CH:35]=1. (4) Given the reactants [CH3:1][N:2]1[C:6]2[CH:7]=[C:8]([C:11]3[S:15][C:14]([N:16](C(OC(C)(C)C)=O)[CH2:17][C@@H:18]([NH:30]C(=O)OC(C)(C)C)[CH2:19][C:20]4[CH:25]=[CH:24][C:23]([C:26]([F:29])([F:28])[F:27])=[CH:22][CH:21]=4)=[N:13][N:12]=3)[CH:9]=[CH:10][C:5]=2[NH:4][C:3]1=[O:45].C(O)(C(F)(F)F)=O, predict the reaction product. The product is: [NH2:30][C@@H:18]([CH2:19][C:20]1[CH:21]=[CH:22][C:23]([C:26]([F:27])([F:28])[F:29])=[CH:24][CH:25]=1)[CH2:17][NH:16][C:14]1[S:15][C:11]([C:8]2[CH:9]=[CH:10][C:5]3[NH:4][C:3](=[O:45])[N:2]([CH3:1])[C:6]=3[CH:7]=2)=[N:12][N:13]=1.